This data is from Peptide-MHC class I binding affinity with 185,985 pairs from IEDB/IMGT. The task is: Regression. Given a peptide amino acid sequence and an MHC pseudo amino acid sequence, predict their binding affinity value. This is MHC class I binding data. (1) The binding affinity (normalized) is 0.468. The peptide sequence is VILKDPRIA. The MHC is HLA-A02:06 with pseudo-sequence HLA-A02:06. (2) The peptide sequence is VALFSSCPVAY. The MHC is HLA-B07:02 with pseudo-sequence HLA-B07:02. The binding affinity (normalized) is 0.0847. (3) The peptide sequence is MMMGMFNML. The MHC is HLA-E01:01 with pseudo-sequence HLA-E01:03. The binding affinity (normalized) is 0.0847. (4) The peptide sequence is LSLDVSAAFY. The MHC is HLA-A01:01 with pseudo-sequence HLA-A01:01. The binding affinity (normalized) is 0.463. (5) The peptide sequence is RPNNNTRKSI. The MHC is HLA-B15:01 with pseudo-sequence HLA-B15:01. The binding affinity (normalized) is 0.386. (6) The peptide sequence is SVKYYGRSTK. The MHC is HLA-A11:01 with pseudo-sequence HLA-A11:01. The binding affinity (normalized) is 0.413.